This data is from Full USPTO retrosynthesis dataset with 1.9M reactions from patents (1976-2016). The task is: Predict the reactants needed to synthesize the given product. (1) Given the product [Cl:10][C:11]1[CH:17]=[C:16]([C:18]([F:21])([F:20])[F:19])[CH:15]=[C:14]([F:22])[C:12]=1[N+:13]([O-:6])=[O:5], predict the reactants needed to synthesize it. The reactants are: B1([O-])OO1.[OH2:5].[OH2:6].O.O.[Na+].[Cl:10][C:11]1[CH:17]=[C:16]([C:18]([F:21])([F:20])[F:19])[CH:15]=[C:14]([F:22])[C:12]=1[NH2:13].O. (2) Given the product [CH3:19][C:13]1[C:14]([CH3:18])=[CH:15][CH:16]=[CH:17][C:12]=1[N:11]1[C:7]([S:6][CH2:5][C:4]([OH:20])=[O:3])=[N:8][N:9]=[N:10]1, predict the reactants needed to synthesize it. The reactants are: C([O:3][C:4](=[O:20])[CH2:5][S:6][C:7]1[N:11]([C:12]2[CH:17]=[CH:16][CH:15]=[C:14]([CH3:18])[C:13]=2[CH3:19])[N:10]=[N:9][N:8]=1)C.